Dataset: Forward reaction prediction with 1.9M reactions from USPTO patents (1976-2016). Task: Predict the product of the given reaction. (1) Given the reactants [Br-].[Br-].[Br-].[NH+]1C=CC=CC=1.[NH+]1C=CC=CC=1.[NH+]1C=CC=CC=1.[NH:22]1[C:30]2[C:25](=[C:26]([C:31]3[CH:32]=[CH:33][C:34]([NH2:37])=[N:35][CH:36]=3)[CH:27]=[CH:28][CH:29]=2)[CH:24]=[CH:23]1.[OH2:38], predict the reaction product. The product is: [NH2:37][C:34]1[N:35]=[CH:36][C:31]([C:26]2[CH:27]=[CH:28][CH:29]=[C:30]3[C:25]=2[CH2:24][C:23](=[O:38])[NH:22]3)=[CH:32][CH:33]=1. (2) Given the reactants CC(C)([C:6]([O-:8])=[O:7])C([O-])=O.[H-].[Na+].I[CH2:13][CH2:14][CH2:15][CH2:16][CH2:17][CH:18]=[CH2:19].O.[CH3:21]CCCCC.[C:27]([O:30][CH2:31]C)(=[O:29])[CH3:28], predict the reaction product. The product is: [CH2:13]([CH:28]([C:6]([O:8][CH3:21])=[O:7])[C:27]([O:30][CH3:31])=[O:29])[CH2:14][CH2:15][CH2:16][CH2:17][CH:18]=[CH2:19]. (3) The product is: [F:9][CH:8]([F:10])[C:4]1[CH:3]=[C:2]([C:16](=[O:18])[CH3:17])[CH:7]=[CH:6][CH:5]=1. Given the reactants Br[C:2]1[CH:7]=[CH:6][CH:5]=[C:4]([CH:8]([F:10])[F:9])[CH:3]=1.C([Sn](CCCC)(CCCC)[C:16]([O:18]CC)=[CH2:17])CCC.Cl, predict the reaction product. (4) Given the reactants [S:1]1[C:5]2[CH:6]=[CH:7][CH:8]=[CH:9][C:4]=2[CH:3]=[C:2]1[C:10]([NH:12][C@H:13]([C:18]([NH:20][CH2:21][CH2:22][CH:23]1[CH2:28][S:27][CH2:26][CH2:25][N:24]1C(OC(C)(C)C)=O)=[O:19])[CH2:14][CH:15]([CH3:17])[CH3:16])=[O:11].Cl, predict the reaction product. The product is: [CH3:16][CH:15]([CH3:17])[CH2:14][C@H:13]([NH:12][C:10]([C:2]1[S:1][C:5]2[CH:6]=[CH:7][CH:8]=[CH:9][C:4]=2[CH:3]=1)=[O:11])[C:18]([NH:20][CH2:21][CH2:22][CH:23]1[CH2:28][S:27][CH2:26][CH2:25][NH:24]1)=[O:19]. (5) Given the reactants [C:1]1([CH:7]([CH:9]2[CH2:14][CH2:13][O:12][CH2:11][CH2:10]2)[NH2:8])[CH:6]=[CH:5][CH:4]=[CH:3][CH:2]=1.[I:15][C:16]1[C:24]2[C:19](=[CH:20][CH:21]=[C:22]([C:25](N)=[O:26])[CH:23]=2)[NH:18][N:17]=1.CN(C(ON1N=NC2C=CC=CC1=2)=[N+](C)C)C.[B-](F)(F)(F)F.CCN(C(C)C)C(C)C, predict the reaction product. The product is: [I:15][C:16]1[C:24]2[C:19](=[CH:20][CH:21]=[C:22]([C:25]([NH:8][CH:7]([C:1]3[CH:2]=[CH:3][CH:4]=[CH:5][CH:6]=3)[CH:9]3[CH2:14][CH2:13][O:12][CH2:11][CH2:10]3)=[O:26])[CH:23]=2)[NH:18][N:17]=1. (6) Given the reactants [CH:1]([O:14][C:15]([C:17]1([O:20]/[N:21]=[C:22](/[C:26]2[N:27]=[C:28]([NH:31][C:32]([O:34][C:35]([CH3:38])([CH3:37])[CH3:36])=[O:33])[S:29][CH:30]=2)\[C:23](O)=[O:24])[CH2:19][CH2:18]1)=[O:16])([C:8]1[CH:13]=[CH:12][CH:11]=[CH:10][CH:9]=1)[C:2]1[CH:7]=[CH:6][CH:5]=[CH:4][CH:3]=1.CCN(C(C)C)C(C)C.CN(C(ON1N=NC2C=CC=NC1=2)=[N+](C)C)C.F[P-](F)(F)(F)(F)F.[C:72]([O:76][C:77](=[O:92])[NH:78][CH2:79][C:80]1[CH:84]=[N:83][N:82]([CH2:85][C@@H:86]2[C@H:89]([NH2:90])[C:88](=[O:91])[NH:87]2)[N:81]=1)([CH3:75])([CH3:74])[CH3:73], predict the reaction product. The product is: [C:72]([O:76][C:77]([NH:78][CH2:79][C:80]1[CH:84]=[N:83][N:82]([CH2:85][C@@H:86]2[C@H:89]([NH:90][C:23](=[O:24])/[C:22](=[N:21]\[O:20][C:17]3([C:15]([O:14][CH:1]([C:2]4[CH:3]=[CH:4][CH:5]=[CH:6][CH:7]=4)[C:8]4[CH:9]=[CH:10][CH:11]=[CH:12][CH:13]=4)=[O:16])[CH2:19][CH2:18]3)/[C:26]3[N:27]=[C:28]([NH:31][C:32]([O:34][C:35]([CH3:38])([CH3:36])[CH3:37])=[O:33])[S:29][CH:30]=3)[C:88](=[O:91])[NH:87]2)[N:81]=1)=[O:92])([CH3:75])([CH3:73])[CH3:74]. (7) Given the reactants Cl[C:2]1[N:7]=[CH:6][N:5]=[C:4]([NH:8][C:9]2[CH:18]=[C:17]3[C:12]([CH:13]=[CH:14][CH:15]=[N:16]3)=[CH:11][CH:10]=2)[CH:3]=1.[C:19]1([N:25]2[CH2:30][CH2:29][NH:28][CH2:27][CH2:26]2)[CH:24]=[CH:23][CH:22]=[CH:21][CH:20]=1.C([O-])([O-])=O.[K+].[K+], predict the reaction product. The product is: [C:19]1([N:25]2[CH2:30][CH2:29][N:28]([C:2]3[N:7]=[CH:6][N:5]=[C:4]([NH:8][C:9]4[CH:18]=[C:17]5[C:12]([CH:13]=[CH:14][CH:15]=[N:16]5)=[CH:11][CH:10]=4)[CH:3]=3)[CH2:27][CH2:26]2)[CH:24]=[CH:23][CH:22]=[CH:21][CH:20]=1. (8) Given the reactants [CH3:1][C:2](=[CH:5][CH:6]=[CH:7][C:8]([CH3:22])=[CH:9][CH:10]=[CH:11][CH:12]=[C:13]([CH3:21])[CH:14]=[CH:15][CH:16]=[C:17]([CH3:20])[CH2:18][OH:19])[CH2:3][OH:4], predict the reaction product. The product is: [CH3:20][C:17](=[CH:16][CH:15]=[CH:14][C:13]([CH3:21])=[CH:12][CH:11]=[CH:10][CH:9]=[C:8]([CH3:22])[CH:7]=[CH:6][CH:5]=[C:2]([CH3:1])[CH:3]=[O:4])[CH:18]=[O:19]. (9) Given the reactants C[O:2][C:3]([C:5]1[C:10]([C:11](OC)=[O:12])=[CH:9][CH:8]=[CH:7][N:6]=1)=O.[BH4-].[Na+].[Cl-:17].[Ca+2].[Cl-].O.C(O)C, predict the reaction product. The product is: [ClH:17].[OH:2][CH2:3][C:5]1[C:10]([CH2:11][OH:12])=[CH:9][CH:8]=[CH:7][N:6]=1. (10) The product is: [CH:1]1([CH2:7][N:8]([CH2:49][CH3:50])[C:9]2[CH:10]=[CH:11][C:12]([C:15]3[CH:16]=[CH:17][C:18]([CH2:21][C:22]4[N:23]([C:35]5[CH:36]=[C:37]([N:41]6[S:45](=[O:47])(=[O:46])[NH:44][C:43](=[O:48])[CH2:42]6)[CH:38]=[CH:39][CH:40]=5)[CH:24]=[C:25]([C:27]5[CH:32]=[CH:31][C:30]([Cl:33])=[CH:29][C:28]=5[Cl:34])[N:26]=4)=[CH:19][CH:20]=3)=[CH:13][CH:14]=2)[CH2:6][CH2:5][CH2:4][CH2:3][CH2:2]1. Given the reactants [CH:1]1([CH2:7][NH:8][C:9]2[CH:14]=[CH:13][C:12]([C:15]3[CH:20]=[CH:19][C:18]([CH2:21][C:22]4[N:23]([C:35]5[CH:36]=[C:37]([N:41]6[S:45](=[O:47])(=[O:46])[NH:44][C:43](=[O:48])[CH2:42]6)[CH:38]=[CH:39][CH:40]=5)[CH:24]=[C:25]([C:27]5[CH:32]=[CH:31][C:30]([Cl:33])=[CH:29][C:28]=5[Cl:34])[N:26]=4)=[CH:17][CH:16]=3)=[CH:11][CH:10]=2)[CH2:6][CH2:5][CH2:4][CH2:3][CH2:2]1.[CH:49](=O)[CH3:50], predict the reaction product.